From a dataset of NCI-60 drug combinations with 297,098 pairs across 59 cell lines. Regression. Given two drug SMILES strings and cell line genomic features, predict the synergy score measuring deviation from expected non-interaction effect. Drug 1: CC12CCC(CC1=CCC3C2CCC4(C3CC=C4C5=CN=CC=C5)C)O. Drug 2: CCN(CC)CCNC(=O)C1=C(NC(=C1C)C=C2C3=C(C=CC(=C3)F)NC2=O)C. Cell line: SF-539. Synergy scores: CSS=12.3, Synergy_ZIP=-2.81, Synergy_Bliss=0.961, Synergy_Loewe=1.74, Synergy_HSA=1.85.